From a dataset of Forward reaction prediction with 1.9M reactions from USPTO patents (1976-2016). Predict the product of the given reaction. (1) Given the reactants [OH:1][CH:2]([C:6]1[CH:13]=[CH:12][C:9]([C:10]#[N:11])=[CH:8][CH:7]=1)[CH:3]([CH3:5])[CH3:4].CC(OI1(OC(C)=O)(OC(C)=O)OC(=O)C2C=CC=CC1=2)=O, predict the reaction product. The product is: [C:2]([C:6]1[CH:7]=[CH:8][C:9]([C:10]#[N:11])=[CH:12][CH:13]=1)(=[O:1])[CH:3]([CH3:5])[CH3:4]. (2) Given the reactants [ClH:1].[F:2][C:3]1[CH:4]=[C:5]([C:10]2[C:18]3[C:13](=[CH:14][C:15]([O:19][CH2:20][CH2:21][CH2:22][N:23]4[CH2:28][CH2:27][N:26]([S:29]([CH3:32])(=[O:31])=[O:30])[CH2:25][CH2:24]4)=[CH:16][CH:17]=3)[C:12](=[O:33])[C:11]=2[C:34]2[CH:35]=[N:36][C:37]3[C:42]([CH:43]=2)=CC=CC=3)[CH:6]=[C:7]([F:9])[CH:8]=1.[O:44]1CCN(CCOC2C=C3C(C(C4C=CC=CC=4)=C(Br)C3=O)=CC=2)C[CH2:45]1.COC1N=CC(B(O)O)=CC=1, predict the reaction product. The product is: [ClH:1].[F:2][C:3]1[CH:4]=[C:5]([C:10]2[C:18]3[C:13](=[CH:14][C:15]([O:19][CH2:20][CH2:21][CH2:22][N:23]4[CH2:28][CH2:27][N:26]([S:29]([CH3:32])(=[O:30])=[O:31])[CH2:25][CH2:24]4)=[CH:16][CH:17]=3)[C:12](=[O:33])[C:11]=2[C:34]2[CH:35]=[N:36][C:37]([O:44][CH3:45])=[CH:42][CH:43]=2)[CH:6]=[C:7]([F:9])[CH:8]=1. (3) Given the reactants [C:1]([O:5][C:6]([NH:8][CH:9]([CH2:14][C:15]1[CH:20]=[C:19]([F:21])[C:18]([F:22])=[CH:17][C:16]=1[F:23])[CH2:10][C:11]([OH:13])=O)=[O:7])([CH3:4])([CH3:3])[CH3:2].C1C(C[C@@H](N)CC([N:38]2[CH2:50][C:42]3=[N:43][N:44]=[C:45]([C:46]([F:49])([F:48])[F:47])[N:41]3[CH2:40][CH2:39]2)=O)=C(F)C=C(F)C=1F.O.OP(O)(O)=O.CCN(C(C)C)C(C)C.Cl.FC(F)(F)C1N2CCNCC2=NN=1.ClC1C=CC(B(O)O)=CC=1.C(OC(C)C)(C)C, predict the reaction product. The product is: [C:1]([O:5][C:6](=[O:7])[NH:8][C@@H:9]([CH2:10][C:11](=[O:13])[N:38]1[CH2:39][CH2:40][N:41]2[C:45]([C:46]([F:49])([F:47])[F:48])=[N:44][N:43]=[C:42]2[CH2:50]1)[CH2:14][C:15]1[CH:20]=[C:19]([F:21])[C:18]([F:22])=[CH:17][C:16]=1[F:23])([CH3:2])([CH3:3])[CH3:4].